From a dataset of NCI-60 drug combinations with 297,098 pairs across 59 cell lines. Regression. Given two drug SMILES strings and cell line genomic features, predict the synergy score measuring deviation from expected non-interaction effect. (1) Cell line: OVCAR-5. Synergy scores: CSS=22.0, Synergy_ZIP=0.942, Synergy_Bliss=0.288, Synergy_Loewe=-23.8, Synergy_HSA=-2.26. Drug 1: C1=NC2=C(N=C(N=C2N1C3C(C(C(O3)CO)O)F)Cl)N. Drug 2: CC=C1C(=O)NC(C(=O)OC2CC(=O)NC(C(=O)NC(CSSCCC=C2)C(=O)N1)C(C)C)C(C)C. (2) Drug 1: CC1C(C(CC(O1)OC2CC(CC3=C2C(=C4C(=C3O)C(=O)C5=C(C4=O)C(=CC=C5)OC)O)(C(=O)C)O)N)O.Cl. Drug 2: COCCOC1=C(C=C2C(=C1)C(=NC=N2)NC3=CC=CC(=C3)C#C)OCCOC.Cl. Cell line: HOP-62. Synergy scores: CSS=30.8, Synergy_ZIP=-3.00, Synergy_Bliss=4.59, Synergy_Loewe=-9.28, Synergy_HSA=1.21. (3) Drug 1: N.N.Cl[Pt+2]Cl. Drug 2: CC1C(C(CC(O1)OC2CC(CC3=C2C(=C4C(=C3O)C(=O)C5=C(C4=O)C(=CC=C5)OC)O)(C(=O)CO)O)N)O.Cl. Cell line: COLO 205. Synergy scores: CSS=48.5, Synergy_ZIP=-1.23, Synergy_Bliss=-0.948, Synergy_Loewe=-36.7, Synergy_HSA=-2.06. (4) Drug 1: CC1=C2C(C(=O)C3(C(CC4C(C3C(C(C2(C)C)(CC1OC(=O)C(C(C5=CC=CC=C5)NC(=O)OC(C)(C)C)O)O)OC(=O)C6=CC=CC=C6)(CO4)OC(=O)C)OC)C)OC. Drug 2: COC1=C2C(=CC3=C1OC=C3)C=CC(=O)O2. Cell line: COLO 205. Synergy scores: CSS=55.8, Synergy_ZIP=6.28, Synergy_Bliss=3.97, Synergy_Loewe=-23.2, Synergy_HSA=4.08. (5) Drug 1: CNC(=O)C1=CC=CC=C1SC2=CC3=C(C=C2)C(=NN3)C=CC4=CC=CC=N4. Drug 2: CN1C2=C(C=C(C=C2)N(CCCl)CCCl)N=C1CCCC(=O)O.Cl. Cell line: NCI-H460. Synergy scores: CSS=2.17, Synergy_ZIP=0.0560, Synergy_Bliss=0.901, Synergy_Loewe=-2.72, Synergy_HSA=0.0261. (6) Drug 1: CC(C)NC(=O)C1=CC=C(C=C1)CNNC.Cl. Drug 2: C(CCl)NC(=O)N(CCCl)N=O. Cell line: NCI-H522. Synergy scores: CSS=4.03, Synergy_ZIP=-5.31, Synergy_Bliss=-6.99, Synergy_Loewe=-6.90, Synergy_HSA=-4.97. (7) Synergy scores: CSS=13.6, Synergy_ZIP=-2.37, Synergy_Bliss=1.13, Synergy_Loewe=0.689, Synergy_HSA=2.52. Drug 1: CNC(=O)C1=CC=CC=C1SC2=CC3=C(C=C2)C(=NN3)C=CC4=CC=CC=N4. Cell line: CCRF-CEM. Drug 2: COC1=C(C=C2C(=C1)N=CN=C2NC3=CC(=C(C=C3)F)Cl)OCCCN4CCOCC4. (8) Drug 1: C1CCN(CC1)CCOC2=CC=C(C=C2)C(=O)C3=C(SC4=C3C=CC(=C4)O)C5=CC=C(C=C5)O. Drug 2: N.N.Cl[Pt+2]Cl. Cell line: NCIH23. Synergy scores: CSS=-0.594, Synergy_ZIP=2.27, Synergy_Bliss=0.823, Synergy_Loewe=-2.57, Synergy_HSA=-3.05.